This data is from Catalyst prediction with 721,799 reactions and 888 catalyst types from USPTO. The task is: Predict which catalyst facilitates the given reaction. (1) Reactant: [Cl:1][C:2]1[C:3]([F:22])=[C:4]([CH:19]=[CH:20][CH:21]=1)[NH:5][C:6]1[C:15]2[C:10](=[CH:11][C:12]([O:17][CH3:18])=[C:13]([OH:16])[CH:14]=2)[N:9]=[CH:8][N:7]=1.CS(O[CH:28]1[CH2:33][CH2:32][N:31]([C:34]([O:36][C:37]([CH3:40])([CH3:39])[CH3:38])=[O:35])[CH2:30][CH2:29]1)(=O)=O.C(=O)([O-])[O-].[K+].[K+].CN1C(=O)CCC1. Product: [Cl:1][C:2]1[C:3]([F:22])=[C:4]([CH:19]=[CH:20][CH:21]=1)[NH:5][C:6]1[C:15]2[C:10](=[CH:11][C:12]([O:17][CH3:18])=[C:13]([O:16][CH:28]3[CH2:33][CH2:32][N:31]([C:34]([O:36][C:37]([CH3:40])([CH3:39])[CH3:38])=[O:35])[CH2:30][CH2:29]3)[CH:14]=2)[N:9]=[CH:8][N:7]=1. The catalyst class is: 6. (2) Reactant: [C:1]([C:3]1[CH:8]=[CH:7][C:6](B(O)O)=[CH:5][C:4]=1[F:12])#[N:2].[Cl:13][C:14]1[CH:19]=[C:18](Cl)[N:17]=[C:16]([NH2:21])[N:15]=1.C([O-])(O)=O.[Na+]. Product: [NH2:21][C:16]1[N:17]=[C:18]([C:6]2[CH:7]=[CH:8][C:3]([C:1]#[N:2])=[C:4]([F:12])[CH:5]=2)[CH:19]=[C:14]([Cl:13])[N:15]=1. The catalyst class is: 203. (3) Reactant: [N:1]1[NH:2][N:3]=[N:4][C:5]=1[N:6]1[CH2:11][CH2:10][N:9]([CH2:12][C:13]2[CH:33]=[CH:32][C:16]([O:17][CH:18]3[CH2:23][CH2:22][N:21]([C:24]4[N:29]=[CH:28][C:27]([CH2:30][CH3:31])=[CH:26][N:25]=4)[CH2:20][CH2:19]3)=[C:15]([Cl:34])[CH:14]=2)[CH2:8][CH2:7]1.[C:35]([O-])([O-])=O.[K+].[K+].IC. Product: [Cl:34][C:15]1[CH:14]=[C:13]([CH2:12][N:9]2[CH2:8][CH2:7][N:6]([C:5]3[N:4]=[N:3][N:2]([CH3:35])[N:1]=3)[CH2:11][CH2:10]2)[CH:33]=[CH:32][C:16]=1[O:17][CH:18]1[CH2:23][CH2:22][N:21]([C:24]2[N:29]=[CH:28][C:27]([CH2:30][CH3:31])=[CH:26][N:25]=2)[CH2:20][CH2:19]1. The catalyst class is: 21.